Dataset: NCI-60 drug combinations with 297,098 pairs across 59 cell lines. Task: Regression. Given two drug SMILES strings and cell line genomic features, predict the synergy score measuring deviation from expected non-interaction effect. (1) Drug 1: CN1CCC(CC1)COC2=C(C=C3C(=C2)N=CN=C3NC4=C(C=C(C=C4)Br)F)OC. Drug 2: C1C(C(OC1N2C=NC3=C2NC=NCC3O)CO)O. Cell line: TK-10. Synergy scores: CSS=16.1, Synergy_ZIP=-9.42, Synergy_Bliss=-0.582, Synergy_Loewe=-12.5, Synergy_HSA=0.276. (2) Drug 2: CN(C(=O)NC(C=O)C(C(C(CO)O)O)O)N=O. Cell line: SN12C. Drug 1: CNC(=O)C1=CC=CC=C1SC2=CC3=C(C=C2)C(=NN3)C=CC4=CC=CC=N4. Synergy scores: CSS=-2.12, Synergy_ZIP=-2.71, Synergy_Bliss=-9.05, Synergy_Loewe=-14.5, Synergy_HSA=-7.99. (3) Drug 1: CC1C(C(CC(O1)OC2CC(CC3=C2C(=C4C(=C3O)C(=O)C5=C(C4=O)C(=CC=C5)OC)O)(C(=O)C)O)N)O.Cl. Drug 2: CC(C)CN1C=NC2=C1C3=CC=CC=C3N=C2N. Cell line: EKVX. Synergy scores: CSS=10.0, Synergy_ZIP=0.882, Synergy_Bliss=4.57, Synergy_Loewe=1.50, Synergy_HSA=3.83. (4) Drug 1: CC1OCC2C(O1)C(C(C(O2)OC3C4COC(=O)C4C(C5=CC6=C(C=C35)OCO6)C7=CC(=C(C(=C7)OC)O)OC)O)O. Drug 2: C1=CN(C(=O)N=C1N)C2C(C(C(O2)CO)O)O.Cl. Cell line: UACC62. Synergy scores: CSS=40.9, Synergy_ZIP=-11.7, Synergy_Bliss=-0.391, Synergy_Loewe=1.76, Synergy_HSA=3.50. (5) Drug 1: CC1C(C(=O)NC(C(=O)N2CCCC2C(=O)N(CC(=O)N(C(C(=O)O1)C(C)C)C)C)C(C)C)NC(=O)C3=C4C(=C(C=C3)C)OC5=C(C(=O)C(=C(C5=N4)C(=O)NC6C(OC(=O)C(N(C(=O)CN(C(=O)C7CCCN7C(=O)C(NC6=O)C(C)C)C)C)C(C)C)C)N)C. Drug 2: C1C(C(OC1N2C=C(C(=O)NC2=O)F)CO)O. Cell line: PC-3. Synergy scores: CSS=25.6, Synergy_ZIP=-9.83, Synergy_Bliss=-3.02, Synergy_Loewe=-4.74, Synergy_HSA=-2.10. (6) Drug 1: CCC1=C2CN3C(=CC4=C(C3=O)COC(=O)C4(CC)O)C2=NC5=C1C=C(C=C5)O. Drug 2: CC12CCC3C(C1CCC2OP(=O)(O)O)CCC4=C3C=CC(=C4)OC(=O)N(CCCl)CCCl.[Na+]. Cell line: SNB-19. Synergy scores: CSS=51.0, Synergy_ZIP=1.59, Synergy_Bliss=1.99, Synergy_Loewe=-19.0, Synergy_HSA=1.82. (7) Drug 1: C1=CC(=CC=C1C#N)C(C2=CC=C(C=C2)C#N)N3C=NC=N3. Drug 2: CS(=O)(=O)OCCCCOS(=O)(=O)C. Cell line: HOP-92. Synergy scores: CSS=4.76, Synergy_ZIP=-1.68, Synergy_Bliss=1.55, Synergy_Loewe=0.212, Synergy_HSA=0.582.